Dataset: Full USPTO retrosynthesis dataset with 1.9M reactions from patents (1976-2016). Task: Predict the reactants needed to synthesize the given product. (1) Given the product [ClH:1].[C:2]([C:5]1[CH:10]=[CH:9][C:8]([OH:11])=[C:7]([N+:12]([O-:14])=[O:13])[CH:6]=1)(=[NH:3])[NH2:4], predict the reactants needed to synthesize it. The reactants are: [ClH:1].[C:2]([C:5]1[CH:10]=[CH:9][C:8]([OH:11])=[CH:7][CH:6]=1)(=[NH:4])[NH2:3].[N+:12]([O-])([OH:14])=[O:13].C(=O)([O-])O.[Na+]. (2) Given the product [CH2:17]([N:2]1[CH2:3][CH2:4][CH:5]([O:8][C:9]2[CH:16]=[CH:15][C:12]([C:13]#[N:14])=[CH:11][CH:10]=2)[CH2:6][CH2:7]1)[C:18]1[CH:23]=[CH:22][CH:21]=[CH:20][CH:19]=1, predict the reactants needed to synthesize it. The reactants are: Cl.[NH:2]1[CH2:7][CH2:6][CH:5]([O:8][C:9]2[CH:16]=[CH:15][C:12]([C:13]#[N:14])=[CH:11][CH:10]=2)[CH2:4][CH2:3]1.[CH:17](=O)[C:18]1[CH:23]=[CH:22][CH:21]=[CH:20][CH:19]=1.C(O[BH-](OC(=O)C)OC(=O)C)(=O)C.[Na+]. (3) The reactants are: Br[CH2:2][C:3]1[O:4][C:5]([C:12]2[CH:17]=[CH:16][C:15]([C:18]([F:21])([F:20])[F:19])=[CH:14][CH:13]=2)=[CH:6][C:7]=1[C:8]([O:10]C)=O.[CH3:22][NH:23][CH:24]1[CH2:29][CH2:28][CH2:27][CH2:26][CH2:25]1. Given the product [CH:24]1([N:23]([CH2:2][C:3]2[O:4][C:5]([C:12]3[CH:17]=[CH:16][C:15]([C:18]([F:21])([F:20])[F:19])=[CH:14][CH:13]=3)=[CH:6][C:7]=2[CH2:8][OH:10])[CH3:22])[CH2:29][CH2:28][CH2:27][CH2:26][CH2:25]1, predict the reactants needed to synthesize it. (4) Given the product [C:12]1([S:18]([N:21]2[C:25]3=[CH:26][N:27]=[CH:28][CH:29]=[C:24]3[C:23]([C:2]3[C:10]4[C:5](=[N:6][CH:7]=[CH:8][CH:9]=4)[N:4]([CH3:11])[CH:3]=3)=[CH:22]2)(=[O:20])=[O:19])[CH:17]=[CH:16][CH:15]=[CH:14][CH:13]=1, predict the reactants needed to synthesize it. The reactants are: I[C:2]1[C:10]2[C:5](=[N:6][CH:7]=[CH:8][CH:9]=2)[N:4]([CH3:11])[CH:3]=1.[C:12]1([S:18]([N:21]2[C:25]3=[CH:26][N:27]=[CH:28][CH:29]=[C:24]3[C:23](I)=[CH:22]2)(=[O:20])=[O:19])[CH:17]=[CH:16][CH:15]=[CH:14][CH:13]=1. (5) Given the product [NH2:2][C:66](=[O:67])[CH:65]([C:60]1[CH:61]=[CH:62][CH:63]=[CH:64][C:59]=1[CH2:58][CH2:57][C:55]1[C:54]([C:70]([F:72])([F:73])[F:71])=[CH:53][N:52]=[C:51]([NH:50][C:47]2[CH:48]=[CH:49][C:44]([CH:41]3[CH2:42][CH2:43][N:38]([C:36]([O:35][C:31]([CH3:34])([CH3:33])[CH3:32])=[O:37])[CH2:39][CH2:40]3)=[CH:45][CH:46]=2)[N:56]=1)[CH3:69], predict the reactants needed to synthesize it. The reactants are: O[N:2]1C2C=CC=CC=2N=N1.CCN=C=NCCCN(C)C.C(N(CC)C(C)C)(C)C.[C:31]([O:35][C:36]([N:38]1[CH2:43][CH2:42][CH:41]([C:44]2[CH:49]=[CH:48][C:47]([NH:50][C:51]3[N:56]=[C:55]([CH2:57][CH2:58][C:59]4[CH:64]=[CH:63][CH:62]=[CH:61][C:60]=4[CH:65]([CH3:69])[C:66]([O-])=[O:67])[C:54]([C:70]([F:73])([F:72])[F:71])=[CH:53][N:52]=3)=[CH:46][CH:45]=2)[CH2:40][CH2:39]1)=[O:37])([CH3:34])([CH3:33])[CH3:32].[Li+].C(=O)([O-])[O-].[NH4+].[NH4+]. (6) Given the product [CH2:9]([O:8][C:5]1[CH:6]=[CH:7][C:2]([B:24]([OH:25])[OH:23])=[CH:3][CH:4]=1)[CH2:10][CH2:11][CH2:12][CH2:13][CH3:14], predict the reactants needed to synthesize it. The reactants are: Br[C:2]1[CH:7]=[CH:6][C:5]([O:8][CH2:9][CH2:10][CH2:11][CH2:12][CH2:13][CH3:14])=[CH:4][CH:3]=1.C([Li])CCC.C([O:23][B:24](OC(C)C)[O:25]C(C)C)(C)C.